This data is from Peptide-MHC class I binding affinity with 185,985 pairs from IEDB/IMGT. The task is: Regression. Given a peptide amino acid sequence and an MHC pseudo amino acid sequence, predict their binding affinity value. This is MHC class I binding data. (1) The peptide sequence is LNPHTTYIADT. The MHC is Mamu-A01 with pseudo-sequence Mamu-A01. The binding affinity (normalized) is 0. (2) The peptide sequence is LASAMRMLW. The MHC is HLA-B40:01 with pseudo-sequence HLA-B40:01. The binding affinity (normalized) is 0.213. (3) The peptide sequence is YIFEPEKDIR. The MHC is HLA-A33:01 with pseudo-sequence HLA-A33:01. The binding affinity (normalized) is 0.0320. (4) The peptide sequence is IVSLCPTKKL. The MHC is HLA-A02:02 with pseudo-sequence HLA-A02:02. The binding affinity (normalized) is 0.792. (5) The peptide sequence is LRTMSYKA. The MHC is Mamu-B08 with pseudo-sequence Mamu-B08. The binding affinity (normalized) is 0.0153.